From a dataset of Catalyst prediction with 721,799 reactions and 888 catalyst types from USPTO. Predict which catalyst facilitates the given reaction. (1) Reactant: [CH3:1][O:2][C:3]1[CH:10]=[CH:9][C:6]([CH:7]=O)=[CH:5][CH:4]=1.[N:11]1[CH:16]=[CH:15][C:14]([NH2:17])=[N:13][CH:12]=1.[BH-](OC(C)=O)(OC(C)=O)OC(C)=O.[Na+]. Product: [CH3:1][O:2][C:3]1[CH:10]=[CH:9][C:6]([CH2:7][NH:17][C:14]2[CH:15]=[CH:16][N:11]=[CH:12][N:13]=2)=[CH:5][CH:4]=1. The catalyst class is: 4. (2) Reactant: Cl[C:2]1[N:7]=[CH:6][C:5]([I:8])=[CH:4][N:3]=1.[NH:9]1[CH2:14][CH2:13][CH:12]([C:15]2[CH:20]=[CH:19][C:18]([C@@H:21]([NH:23][C:24]([CH:26]3[CH2:28][CH2:27]3)=[O:25])[CH3:22])=[CH:17][CH:16]=2)[CH2:11][CH2:10]1.CCN(C(C)C)C(C)C.O. Product: [I:8][C:5]1[CH:4]=[N:3][C:2]([N:9]2[CH2:14][CH2:13][CH:12]([C:15]3[CH:20]=[CH:19][C:18]([C@@H:21]([NH:23][C:24]([CH:26]4[CH2:27][CH2:28]4)=[O:25])[CH3:22])=[CH:17][CH:16]=3)[CH2:11][CH2:10]2)=[N:7][CH:6]=1. The catalyst class is: 37. (3) Reactant: [CH:1]1([NH:4][C:5]2[CH:15]=[CH:14][C:8]([C:9]([O:11]CC)=[O:10])=[CH:7][N:6]=2)[CH2:3][CH2:2]1.[OH-].[Na+]. Product: [CH:1]1([NH:4][C:5]2[CH:15]=[CH:14][C:8]([C:9]([OH:11])=[O:10])=[CH:7][N:6]=2)[CH2:3][CH2:2]1. The catalyst class is: 14. (4) Reactant: [CH3:1][N:2]([C:6]1[CH:11]=[CH:10][C:9]([C:12]2[N:16]=[CH:15][N:14]([C:17]3[CH:22]=[CH:21][C:20]([O:23][C:24]([F:27])([F:26])[F:25])=[CH:19][CH:18]=3)[N:13]=2)=[CH:8][CH:7]=1)[C:3]([NH2:5])=[S:4].C(N(CC)CC)C.[C:35](Cl)(=[O:39])[C:36](Cl)=[O:37]. Product: [CH3:1][N:2]([C:6]1[CH:11]=[CH:10][C:9]([C:12]2[N:16]=[CH:15][N:14]([C:17]3[CH:22]=[CH:21][C:20]([O:23][C:24]([F:27])([F:25])[F:26])=[CH:19][CH:18]=3)[N:13]=2)=[CH:8][CH:7]=1)[C:3]1[S:4][C:35](=[O:39])[C:36](=[O:37])[N:5]=1. The catalyst class is: 25. (5) Reactant: C([NH:5][C:6]([C:8]1[C:16]2[C:11](=[N:12][CH:13]=[C:14]([C:17]3[CH:18]=[CH:19][CH:20]=[C:21]4[C:25]=3[NH:24][CH:23]=[CH:22]4)[N:15]=2)[N:10](COCC[Si](C)(C)C)[CH:9]=1)=[O:7])(C)(C)C.C(N)CN. Product: [NH:24]1[C:25]2[C:21](=[CH:20][CH:19]=[CH:18][C:17]=2[C:14]2[N:15]=[C:16]3[C:8]([C:6]([NH2:5])=[O:7])=[CH:9][NH:10][C:11]3=[N:12][CH:13]=2)[CH:22]=[CH:23]1. The catalyst class is: 18. (6) Reactant: [CH2:1]([Li])[CH2:2][CH2:3][CH3:4].[F:6][C:7]1[CH:12]=[CH:11][C:10]([CH2:13][C:14]([OH:16])=[O:15])=[CH:9][CH:8]=1.C1(C)C=CC(S(OC(C)CC[O:30][Si:31]([C:44]([CH3:47])([CH3:46])[CH3:45])([C:38]2[CH:43]=[CH:42][CH:41]=[CH:40][CH:39]=2)[C:32]2[CH:37]=[CH:36][CH:35]=[CH:34][CH:33]=2)(=O)=O)=CC=1.Cl. Product: [Si:31]([O:30][C:13]([C:10]1[CH:9]=[CH:8][C:7]([F:6])=[CH:12][CH:11]=1)([CH:2]([CH3:1])[CH2:3][CH3:4])[C:14]([OH:16])=[O:15])([C:44]([CH3:46])([CH3:45])[CH3:47])([C:38]1[CH:39]=[CH:40][CH:41]=[CH:42][CH:43]=1)[C:32]1[CH:37]=[CH:36][CH:35]=[CH:34][CH:33]=1. The catalyst class is: 56.